From a dataset of Full USPTO retrosynthesis dataset with 1.9M reactions from patents (1976-2016). Predict the reactants needed to synthesize the given product. (1) Given the product [C:1]([O:5][C:6]([C:7]1[C:8]([Br:16])=[C:9]2[C:10](=[CH:11][CH:12]=1)[NH:20][N:19]=[CH:14]2)=[O:17])([CH3:4])([CH3:3])[CH3:2], predict the reactants needed to synthesize it. The reactants are: [C:1]([O:5][C:6](=[O:17])[C:7]1[CH:12]=[CH:11][C:10](F)=[C:9]([CH:14]=O)[C:8]=1[Br:16])([CH3:4])([CH3:3])[CH3:2].O.[NH2:19][NH2:20]. (2) Given the product [Br:1][C:2]1[CH:3]=[CH:4][C:5]2[O:11][CH2:10][CH2:9][N:8]([C:21]([O:23][C:24]([CH3:27])([CH3:26])[CH3:25])=[O:22])[CH:7]([CH3:12])[C:6]=2[CH:13]=1, predict the reactants needed to synthesize it. The reactants are: [Br:1][C:2]1[CH:3]=[CH:4][C:5]2[O:11][CH2:10][CH2:9][NH:8][CH:7]([CH3:12])[C:6]=2[CH:13]=1.CCN(CC)CC.[C:21](O[C:21]([O:23][C:24]([CH3:27])([CH3:26])[CH3:25])=[O:22])([O:23][C:24]([CH3:27])([CH3:26])[CH3:25])=[O:22]. (3) Given the product [C:5]([O:8][CH2:9][C:10]([CH3:40])([CH3:39])[CH2:11][N:12]1[C:18]2[CH:19]=[CH:20][C:21]([Cl:23])=[CH:22][C:17]=2[C@@H:16]([C:24]2[CH:29]=[CH:28][CH:27]=[C:26]([O:30][CH3:31])[C:25]=2[O:32][CH3:33])[O:15][C@H:14]([CH2:34][C:35]([NH:42][C:43]2[C:44]([CH3:56])=[C:45]([CH2:49][CH2:50][C:51]([O:53][CH2:54][CH3:55])=[O:52])[CH:46]=[CH:47][CH:48]=2)=[O:36])[C:13]1=[O:38])(=[O:7])[CH3:6], predict the reactants needed to synthesize it. The reactants are: S(Cl)(Cl)=O.[C:5]([O:8][CH2:9][C:10]([CH3:40])([CH3:39])[CH2:11][N:12]1[C:18]2[CH:19]=[CH:20][C:21]([Cl:23])=[CH:22][C:17]=2[C@@H:16]([C:24]2[CH:29]=[CH:28][CH:27]=[C:26]([O:30][CH3:31])[C:25]=2[O:32][CH3:33])[O:15][C@H:14]([CH2:34][C:35](O)=[O:36])[C:13]1=[O:38])(=[O:7])[CH3:6].Cl.[NH2:42][C:43]1[C:44]([CH3:56])=[C:45]([CH2:49][CH2:50][C:51]([O:53][CH2:54][CH3:55])=[O:52])[CH:46]=[CH:47][CH:48]=1.C(N(CC)CC)C. (4) Given the product [CH3:1][O:2][C:3]1[CH:4]=[C:5]2[C:10](=[CH:11][CH:12]=1)[O:9][CH2:8][CH:7]([CH2:13][C:25]#[N:26])[CH2:6]2, predict the reactants needed to synthesize it. The reactants are: [CH3:1][O:2][C:3]1[CH:4]=[C:5]2[C:10](=[CH:11][CH:12]=1)[O:9][CH2:8][CH:7]([CH2:13]OS(C1C=CC(C)=CC=1)(=O)=O)[CH2:6]2.[C-:25]#[N:26].[K+].